This data is from Full USPTO retrosynthesis dataset with 1.9M reactions from patents (1976-2016). The task is: Predict the reactants needed to synthesize the given product. (1) Given the product [Br:23][C:24]1[CH:25]=[C:26]([CH:29]=[CH:30][CH:31]=1)[CH2:27][C:13]1([C:16]([O:18][C:19]([CH3:22])([CH3:21])[CH3:20])=[O:17])[CH2:15][CH2:14]1, predict the reactants needed to synthesize it. The reactants are: C(NC(C)C)(C)C.C([Li])CCC.[CH:13]1([C:16]([O:18][C:19]([CH3:22])([CH3:21])[CH3:20])=[O:17])[CH2:15][CH2:14]1.[Br:23][C:24]1[CH:25]=[C:26]([CH:29]=[CH:30][CH:31]=1)[CH2:27]Br.[Cl-].[NH4+]. (2) Given the product [CH2:24]([C:18]([NH:17][C:15]([C:7]1[CH:6]=[CH:5][C:4]([CH:1]2[CH2:2][CH2:3]2)=[C:9]([O:10][CH2:11][CH:12]2[CH2:14][CH2:13]2)[N:8]=1)=[O:16])([C:19](=[O:21])[N:27]([CH2:28][CH3:29])[CH3:26])[CH2:22][CH3:23])[CH3:25], predict the reactants needed to synthesize it. The reactants are: [CH:1]1([C:4]2[CH:5]=[CH:6][C:7]([C:15]([NH:17][C:18]([CH2:24][CH3:25])([CH2:22][CH3:23])[C:19]([OH:21])=O)=[O:16])=[N:8][C:9]=2[O:10][CH2:11][CH:12]2[CH2:14][CH2:13]2)[CH2:3][CH2:2]1.[CH3:26][NH:27][CH2:28][CH3:29].